This data is from Reaction yield outcomes from USPTO patents with 853,638 reactions. The task is: Predict the reaction yield, written as a fraction of the theoretical maximum amount of product (1.0 means a 100% yield; for example, 0.34 means a 34% yield). (1) The reactants are [Cl:1][C:2]1[CH:7]=[CH:6][N:5]=[C:4]2[CH:8]=[CH:9][S:10][C:3]=12.[Li]CCCC.I[C:17]1[N:18]=[CH:19][N:20]([CH2:22][CH2:23][N:24]([CH2:32][CH2:33][O:34][CH3:35])[C:25](=[O:31])[O:26][C:27]([CH3:30])([CH3:29])[CH3:28])[CH:21]=1. The catalyst is C1COCC1.[Cl-].[Cl-].[Zn+2]. The product is [Cl:1][C:2]1[CH:7]=[CH:6][N:5]=[C:4]2[CH:8]=[C:9]([C:17]3[N:18]=[CH:19][N:20]([CH2:22][CH2:23][N:24]([CH2:32][CH2:33][O:34][CH3:35])[C:25](=[O:31])[O:26][C:27]([CH3:29])([CH3:30])[CH3:28])[CH:21]=3)[S:10][C:3]=12. The yield is 0.990. (2) The reactants are [CH2:1]([CH:8]1[CH2:12]O[C:10](=O)[N:9]1[C:14](=[O:31])[CH:15]([CH2:19][C:20]1[C:29]2[C:24](=[CH:25][CH:26]=[CH:27][CH:28]=2)[C:23]([Br:30])=[CH:22][CH:21]=1)[CH2:16]C=O)[C:2]1[CH:7]=[CH:6]C=CC=1.C1(N)CCCCC1.[BH-](OC(C)=O)(OC(C)=O)OC(C)=O.[Na+].C(O)(=O)C. The catalyst is ClCCCl. The product is [Br:30][C:23]1[C:24]2[C:29](=[CH:28][CH:27]=[CH:26][CH:25]=2)[C:20]([CH2:19][C@@H:15]2[CH2:16][CH2:10][N:9]([CH:8]3[CH2:1][CH2:2][CH2:7][CH2:6][CH2:12]3)[C:14]2=[O:31])=[CH:21][CH:22]=1. The yield is 0.650. (3) The reactants are [F:1][C:2]1[CH:7]=[CH:6][C:5]([C:8]2[S:12][C:11]([C:13]([C:15]3[O:16][CH:17]=[CH:18][CH:19]=3)=[O:14])=[CH:10][C:9]=2[CH3:20])=[CH:4][CH:3]=1.CC(N=NC(C#N)(C)C)(C#N)C.[Br:33]N1C(=O)CCC1=O. The catalyst is C(Cl)(Cl)(Cl)Cl. The product is [Br:33][CH2:20][C:9]1[CH:10]=[C:11]([C:13]([C:15]2[O:16][CH:17]=[CH:18][CH:19]=2)=[O:14])[S:12][C:8]=1[C:5]1[CH:4]=[CH:3][C:2]([F:1])=[CH:7][CH:6]=1. The yield is 0.360. (4) The reactants are [NH2:1][CH2:2][C@@H:3]([C:5]1[CH:10]=[CH:9][CH:8]=[CH:7][CH:6]=1)[OH:4].[CH:11](=O)[CH3:12].[BH4-].[Na+]. The catalyst is C(O)C. The product is [CH2:11]([NH:1][CH2:2][C@@H:3]([C:5]1[CH:10]=[CH:9][CH:8]=[CH:7][CH:6]=1)[OH:4])[CH3:12]. The yield is 0.750. (5) The reactants are [CH3:1][N:2]1[C:6]([CH:7]2[O:12][CH2:11][CH:10]([CH2:13][N:14]3C(=O)C4C(=CC=CC=4)C3=O)[CH2:9][O:8]2)=[C:5]([N+:25]([O-])=O)[CH:4]=[N:3]1.C([O-])=O.[NH4+].[NH2:32][C:33]1[S:37][C:36]([C:38]2[C:43]([F:44])=[CH:42][CH:41]=[CH:40][C:39]=2[F:45])=[N:35][C:34]=1[C:46]([OH:48])=O.CN1CCO[CH2:52][CH2:51]1.CCCP(=O)=O.O.NN. The catalyst is CO.C1COCC1.CCO.[Pd]. The product is [NH2:32][C:33]1[S:37][C:36]([C:38]2[C:39]([F:45])=[CH:40][CH:41]=[CH:42][C:43]=2[F:44])=[N:35][C:34]=1[C:46]([NH:25][C:5]1[CH:4]=[N:3][N:2]([CH3:1])[C:6]=1[CH:7]1[O:8][CH2:9][C:10]([CH2:13][NH2:14])([CH2:51][CH3:52])[CH2:11][O:12]1)=[O:48]. The yield is 0.170. (6) The reactants are C([N:8]1[CH2:12][CH2:11][CH2:10][CH:9]1[CH2:13][N:14]1[CH:22]=[C:21]2[C:16]([N:17]=[C:18]([C:36]3[CH:41]=[CH:40][C:39]([F:42])=[CH:38][CH:37]=3)[C:19]([C:30]3[CH:35]=[CH:34][N:33]=[CH:32][CH:31]=3)=[C:20]2[C:23]2[CH:28]=[CH:27][C:26]([F:29])=[CH:25][CH:24]=2)=[N:15]1)C1C=CC=CC=1.C(O)=O. The catalyst is CCO.[Pd]. The product is [F:29][C:26]1[CH:27]=[CH:28][C:23]([C:20]2[C:21]3[C:16](=[N:15][N:14]([CH2:13][CH:9]4[CH2:10][CH2:11][CH2:12][NH:8]4)[CH:22]=3)[N:17]=[C:18]([C:36]3[CH:37]=[CH:38][C:39]([F:42])=[CH:40][CH:41]=3)[C:19]=2[C:30]2[CH:31]=[CH:32][N:33]=[CH:34][CH:35]=2)=[CH:24][CH:25]=1. The yield is 0.570. (7) The catalyst is C1COCC1. The reactants are [F:1][C:2]1[CH:18]=[C:17]([CH:19]=[CH2:20])[CH:16]=[CH:15][C:3]=1[O:4][C:5]1[CH:6]=[N:7][C:8]([C:11]([F:14])([F:13])[F:12])=[N:9][CH:10]=1.B1C2CCCC1CCC2.[OH-:30].[Na+].OO. The product is [F:1][C:2]1[CH:18]=[C:17]([CH2:19][CH2:20][OH:30])[CH:16]=[CH:15][C:3]=1[O:4][C:5]1[CH:10]=[N:9][C:8]([C:11]([F:12])([F:13])[F:14])=[N:7][CH:6]=1. The yield is 1.32. (8) The reactants are [NH2:1][C:2]1[CH:11]=[CH:10][C:5]([C:6]([O:8][CH3:9])=[O:7])=[CH:4][C:3]=1[C:12]([O:14]C)=O.N1C=CC=CC=1.[CH2:22]([N:29]=[C:30]=[O:31])[C:23]1[CH:28]=[CH:27][CH:26]=[CH:25][CH:24]=1. The catalyst is CS(C)=O. The product is [CH2:22]([N:29]1[C:12](=[O:14])[C:3]2[C:2](=[CH:11][CH:10]=[C:5]([C:6]([O:8][CH3:9])=[O:7])[CH:4]=2)[NH:1][C:30]1=[O:31])[C:23]1[CH:28]=[CH:27][CH:26]=[CH:25][CH:24]=1. The yield is 0.620. (9) The reactants are C(O[CH:4]=[C:5]([C:11]([O:13]CC)=O)[C:6]([O:8][CH2:9][CH3:10])=[O:7])C.[CH3:16][C:17]1[CH:18]=[CH:19][C:20]([NH2:23])=[N:21][CH:22]=1.C1CCN2C(=NCCC2)CC1.C(#N)C. The catalyst is ClCCl.O. The product is [CH3:16][C:17]1[CH:18]=[CH:19][C:20]2[N:21]([CH:22]=1)[C:11](=[O:13])[C:5]([C:6]([O:8][CH2:9][CH3:10])=[O:7])=[CH:4][N:23]=2. The yield is 0.580.